Dataset: Reaction yield outcomes from USPTO patents with 853,638 reactions. Task: Predict the reaction yield, written as a fraction of the theoretical maximum amount of product (1.0 means a 100% yield; for example, 0.34 means a 34% yield). (1) The reactants are Br[CH2:2][CH2:3][CH2:4][CH2:5][CH2:6][C:7]([NH:9][C:10]1[C:11]([S:20][CH2:21][CH3:22])=[N:12][C:13]([CH3:19])=[CH:14][C:15]=1[S:16][CH2:17][CH3:18])=[O:8].[SH:23][C:24]1[O:25][C:26]2[CH:32]=[CH:31][CH:30]=[CH:29][C:27]=2[N:28]=1.C(=O)([O-])[O-].[K+].[K+].C1OCCOCCOCCOCCOCCOC1. The catalyst is CN(C=O)C. The product is [O:25]1[C:26]2[CH:32]=[CH:31][CH:30]=[CH:29][C:27]=2[N:28]=[C:24]1[S:23][CH2:2][CH2:3][CH2:4][CH2:5][CH2:6][C:7]([NH:9][C:10]1[C:11]([S:20][CH2:21][CH3:22])=[N:12][C:13]([CH3:19])=[CH:14][C:15]=1[S:16][CH2:17][CH3:18])=[O:8]. The yield is 0.460. (2) The reactants are [OH:1][C:2]1[CH:10]=[C:9]([C:11]([F:14])([F:13])[F:12])[CH:8]=[CH:7][C:3]=1[C:4]([OH:6])=[O:5].[C:15](=O)([O-])[O-].[K+].[K+].Br[CH:22]([CH3:24])[CH3:23].CCO[C:28]([CH3:30])=O. The catalyst is CN(C=O)C. The product is [CH:22]([O:5][C:4](=[O:6])[C:3]1[CH:7]=[CH:8][C:9]([C:11]([F:12])([F:13])[F:14])=[CH:10][C:2]=1[O:1][CH:28]([CH3:30])[CH3:15])([CH3:24])[CH3:23]. The yield is 0.280. (3) The reactants are [S:1]1[C:5]2[CH:6]=[CH:7][CH:8]=[CH:9][C:4]=2[N:3]=[C:2]1[C:10](=O)[C:11]([O:13]CC)=O.[C:17]1([NH2:24])[CH:22]=[CH:21][CH:20]=[CH:19][C:18]=1[NH2:23]. The catalyst is CCO. The product is [S:1]1[C:5]2[CH:6]=[CH:7][CH:8]=[CH:9][C:4]=2[N:3]=[C:2]1[C:10]1[C:11]([OH:13])=[N:23][C:18]2[C:17]([N:24]=1)=[CH:22][CH:21]=[CH:20][CH:19]=2. The yield is 0.400. (4) The reactants are O[CH2:2][C:3]1[CH:16]=[CH:15][C:6]([CH2:7][N:8]2[CH:13]=[CH:12][CH:11]=[CH:10][C:9]2=[O:14])=[CH:5][CH:4]=1.P(Br)(Br)[Br:18]. The catalyst is ClCCl.C(Cl)(Cl)Cl. The product is [Br:18][CH2:2][C:3]1[CH:16]=[CH:15][C:6]([CH2:7][N:8]2[CH:13]=[CH:12][CH:11]=[CH:10][C:9]2=[O:14])=[CH:5][CH:4]=1. The yield is 0.980. (5) The reactants are [C:1]([C:5]1[CH:9]=[C:8]([NH2:10])[N:7]([C:11]2[CH:16]=[C:15](C)[CH:14]=[CH:13][C:12]=2[CH3:18])[N:6]=1)([CH3:4])([CH3:3])[CH3:2].FC(F)(F)S(O[C:25]1[C:26]([C:31]([O:33][CH2:34][CH3:35])=[O:32])=[N:27][CH:28]=[CH:29][CH:30]=1)(=O)=O.[CH:38]1C=CC(P(C2C(C3C(P(C4C=CC=CC=4)C4C=CC=CC=4)=CC=C4C=3C=CC=C4)=C3C(C=CC=C3)=CC=2)C2C=CC=CC=2)=CC=1.C([O-])([O-])=O.[Cs+].[Cs+]. The catalyst is C1C=CC(/C=C/C(/C=C/C2C=CC=CC=2)=O)=CC=1.C1C=CC(/C=C/C(/C=C/C2C=CC=CC=2)=O)=CC=1.C1C=CC(/C=C/C(/C=C/C2C=CC=CC=2)=O)=CC=1.[Pd].[Pd]. The product is [C:1]([C:5]1[CH:9]=[C:8]([NH:10][C:25]2[C:26]([C:31]([O:33][CH2:34][CH3:35])=[O:32])=[N:27][CH:28]=[CH:29][CH:30]=2)[N:7]([C:11]2[C:16]([CH3:38])=[CH:15][CH:14]=[CH:13][C:12]=2[CH3:18])[N:6]=1)([CH3:3])([CH3:2])[CH3:4]. The yield is 0.570. (6) The reactants are C(OO)(C)(C)C.[Br:7][C:8]1[CH:9]=[C:10]([C:14]2([C:25]3[CH:30]=[CH:29][N:28]=[CH:27][CH:26]=3)[C:18]3=[N:19][CH2:20][C:21]([F:24])([F:23])[CH2:22][N:17]3[CH2:16][NH:15]2)[CH:11]=[CH:12][CH:13]=1.[NH3:31]. The catalyst is CO. The product is [Br:7][C:8]1[CH:9]=[C:10]([C:14]2([C:25]3[CH:30]=[CH:29][N:28]=[CH:27][CH:26]=3)[C:18]3=[N:19][CH2:20][C:21]([F:23])([F:24])[CH2:22][N:17]3[C:16]([NH2:31])=[N:15]2)[CH:11]=[CH:12][CH:13]=1. The yield is 0.300. (7) The reactants are [Br:1][C:2]1[CH:7]=[CH:6][C:5]([CH:8](C(OC)=O)[C:9]([O:11]C)=[O:10])=[C:4]([N+:17]([O-:19])=[O:18])[CH:3]=1. The catalyst is Cl. The product is [Br:1][C:2]1[CH:7]=[CH:6][C:5]([CH2:8][C:9]([OH:11])=[O:10])=[C:4]([N+:17]([O-:19])=[O:18])[CH:3]=1. The yield is 0.890.